Dataset: Catalyst prediction with 721,799 reactions and 888 catalyst types from USPTO. Task: Predict which catalyst facilitates the given reaction. (1) Reactant: ClC(Cl)(Cl)CO[C:5]([C@@H:7]1[CH2:12][CH2:11][CH2:10][N:9]([C:13](=[O:25])[C@@H:14]([NH:16][C:17](=[O:24])[C@@H:18]([NH:22][CH3:23])[CH:19]([CH3:21])[CH3:20])[CH3:15])[NH:8]1)=[O:6].[C:28]([OH:36])(=O)[CH2:29][CH2:30][CH2:31][CH2:32][CH:33]=[CH2:34].C([N:40](CC)[CH:41]([CH3:43])[CH3:42])(C)C.C[NH3+].F[P-](F)(F)(F)(F)F.N1(OC(N(C)C)=[N+](C)C)[C:59]2N=[CH:61][CH:62]=[CH:63][C:58]=2N=N1.F[P-](F)(F)(F)(F)F. Product: [CH:19]([C@@H:18]1[N:22]([CH3:23])[C:28](=[O:36])[CH2:29][CH2:30][CH2:31][CH2:32][CH:33]=[CH:34][C:58]2[CH:59]=[C:43]([CH:61]=[CH:62][CH:63]=2)[C@@H:41]([CH3:42])[NH:40][C:5](=[O:6])[C@H:7]2[NH:8][N:9]([CH2:10][CH2:11][CH2:12]2)[C:13](=[O:25])[C@H:14]([CH3:15])[NH:16][C:17]1=[O:24])([CH3:20])[CH3:21]. The catalyst class is: 10. (2) Reactant: [CH3:1][O:2][C:3]1[CH:8]=[CH:7][C:6]([C:9]#[C:10][CH2:11][CH2:12][CH2:13][OH:14])=[CH:5][CH:4]=1.[H][H]. Product: [CH3:1][O:2][C:3]1[CH:8]=[CH:7][C:6]([CH2:9][CH2:10][CH2:11][CH2:12][CH2:13][OH:14])=[CH:5][CH:4]=1. The catalyst class is: 63. (3) Reactant: [CH2:1]([O:3][C:4](=[O:17])[C:5]1[CH:10]=[C:9]([S:11](=[O:15])(=[O:14])[NH:12][CH3:13])[CH:8]=[N:7][C:6]=1Cl)[CH3:2].[Br:18][C:19]1[S:23][C:22](NC)=[CH:21][CH:20]=1.Br.[CH2:27]([N:29](CC)CC)C. Product: [Br:18][C:19]1[S:23][C:22]([CH2:27][NH:29][C:6]2[N:7]=[CH:8][C:9]([S:11](=[O:15])(=[O:14])[NH:12][CH3:13])=[CH:10][C:5]=2[C:4]([O:3][CH2:1][CH3:2])=[O:17])=[CH:21][CH:20]=1. The catalyst class is: 225. (4) Reactant: Br[CH2:2][C:3]1[CH:4]=[C:5]([S:9]([NH2:12])(=[O:11])=[O:10])[CH:6]=[CH:7][CH:8]=1.[NH:13]1[CH:17]=[CH:16][CH:15]=[N:14]1.O.C(=O)([O-])O.[Na+]. Product: [N:13]1([CH2:2][C:3]2[CH:4]=[C:5]([S:9]([NH2:12])(=[O:11])=[O:10])[CH:6]=[CH:7][CH:8]=2)[CH:17]=[CH:16][CH:15]=[N:14]1. The catalyst class is: 10. (5) The catalyst class is: 197. Reactant: [C:1]([C:3]1[CH:8]=[CH:7][C:6]([NH:9][C@@H:10]2[CH2:15][CH2:14][CH2:13][CH2:12][C@@H:11]2[NH:16]C(=O)OC(C)(C)C)=[CH:5][C:4]=1[NH:24][C:25]1[CH:33]=[CH:32][CH:31]=[C:30]2[C:26]=1[CH:27]=[CH:28][N:29]2[CH3:34])#[N:2].C([O-])([O-])=[O:36].[K+].[K+].OO.O. Product: [NH2:16][C@H:11]1[CH2:12][CH2:13][CH2:14][CH2:15][C@H:10]1[NH:9][C:6]1[CH:7]=[CH:8][C:3]([C:1]([NH2:2])=[O:36])=[C:4]([NH:24][C:25]2[CH:33]=[CH:32][CH:31]=[C:30]3[C:26]=2[CH:27]=[CH:28][N:29]3[CH3:34])[CH:5]=1. (6) Reactant: [NH:1]1[CH2:6][CH2:5][CH2:4][CH:3]([C:7]([O:9][CH2:10][CH3:11])=[O:8])[CH2:2]1.C([O-])([O-])=O.[Na+].[Na+].[C:18](Cl)(=[O:27])[O:19][CH2:20][C:21]1[CH:26]=[CH:25][CH:24]=[CH:23][CH:22]=1. Product: [N:1]1([C:18]([O:19][CH2:20][C:21]2[CH:26]=[CH:25][CH:24]=[CH:23][CH:22]=2)=[O:27])[CH2:6][CH2:5][CH2:4][CH:3]([C:7]([O:9][CH2:10][CH3:11])=[O:8])[CH2:2]1. The catalyst class is: 20.